This data is from Experimentally validated miRNA-target interactions with 360,000+ pairs, plus equal number of negative samples. The task is: Binary Classification. Given a miRNA mature sequence and a target amino acid sequence, predict their likelihood of interaction. (1) The protein sequence of the target gene is MGDPRCAPLLLLLLLPLLFTPPAGDAAVITGACDKDSQCGGGMCCAVSIWVKSIRICTPMGQVGDSCHPLTRKSHVANGRQERRRAKRRKRKKEVPFWGRRMHHTCPCLPGLACLRTSFNRFICLARK. The miRNA is hsa-miR-4789-5p with sequence GUAUACACCUGAUAUGUGUAUG. Result: 0 (no interaction). (2) The miRNA is hsa-miR-1-5p with sequence ACAUACUUCUUUAUAUGCCCAU. The protein sequence of the target gene is MDENESNQSLMTSSQYPKEAVRKRQNSARNSGASDSSRFSRKSFKLDYRLEEDVTKSKKGKDGRFVNPWPTWKNPSIPNVLRWLIMEKDHSSVPSSKEELDKELPVLKPYFITNPEEAGVREAGLRVTWLGHATVMVEMDELIFLTDPIFSSRASPSQYMGPKRFRRSPCTISELPPIDAVLISHNHYDHLDYNSVIALNERFGNELRWFVPLGLLDWMQKCGCENVIELDWWEENCVPGHDKVTFVFTPSQHWCKRTLMDDNKVLWGSWSVLGPWNRFFFAGDTGYCPAFEEIGKRFGP.... Result: 1 (interaction). (3) The miRNA is hsa-miR-6081 with sequence AGGAGCAGUGCCGGCCAAGGCGCC. The protein sequence of the target gene is MSTNGDDHQVKDSLEQLRCHFTWELSIDDDEMPDLENRVLDQIEFLDTKYSVGIHNLLAYVKHLKGQNEEALKSLKEAENLMQEEHDNQANVRSLVTWGNFAWMYYHMGRLAEAQTYLDKVENICKKLSNPFRYRMECPEIDCEEGWALLKCGGKNYERAKACFEKVLEVDPENPESSAGYAISAYRLDGFKLATKNHKPFSLLPLRQAVRLNPDNGYIKVLLALKLQDEGQEAEGEKYIEEALANMSSQTYVFRYAAKFYRRKGSVDKALELLKKALQETPTSVLLHHQIGLCYKAQMI.... Result: 0 (no interaction). (4) The miRNA is mmu-miR-1843b-5p with sequence AUGGAGGUCUCUGUCUGACUU. The protein sequence of the target gene is MQDVQGPRPGSPGDAEDRRELGLHRGEVNFGGSGKKRGKFVRVPSGVAPSVLFDLLLAEWHLPAPNLVVSLVGEEQPFAMKSWLRDVLRKGLVKAAQSTGAWILTSALRVGLARHVGQAVRDHSLASTSTKVRVVAVGMASLGRVLHRRILEEAQEDFPVHYPEDDGGSQGPLCSLDSNLSHFILVEPGPPGKGDGLTELRLRLEKHISEQRAGYGGTGSIEIPVLCLLVNGDPNTLERISRAVEQAAPWLILVGSGGIADVLAALVNQPHLLVPKVAEKQFKEKFPSKHFSWEDIVRWT.... Result: 0 (no interaction). (5) Result: 1 (interaction). The protein sequence of the target gene is MHGRKDDAQKQPVKNQLGLNPQSHLPELQLFQAEGKIYKYDHMEKSVNSSSLVSPPQRISSTVKTHISHTYECNFVDSLFTQKEKANIGTEHYKCSERGKAFHQGLHFTIHQIIHTKETQFKCDICGKIFNKKSNLASHQRIHTGEKPYKCNECGKVFHNMSHLAQHRRIHTGEKPYKCNECGKVFNQISHLAQHQRIHTGEKPYKCNECGKVFHQISHLAQHRTIHTGEKPYECNKCGKVFSRNSYLVQHLIIHTGEKPYRCNVCGKVFHHISHLAQHQRIHTGEKPYKCNECGKVFSH.... The miRNA is hsa-miR-488-3p with sequence UUGAAAGGCUAUUUCUUGGUC. (6) Result: 0 (no interaction). The protein sequence of the target gene is MAAATLLRATPHFSGLAAGRTFLLQGLLRLLKAPALPLLCRGLAVEAKKTYVRDKPHVNVGTIGHVDHGKTTLTAAITKILAEGGGAKFKKYEEIDNAPEERARGITINAAHVEYSTAARHYAHTDCPGHADYVKNMITGTAPLDGCILVVAANDGPMPQTREHLLLARQIGVEHVVVYVNKADAVQDSEMVELVELEIRELLTEFGYKGEETPVIVGSALCALEGRDPELGLKSVQKLLDAVDTYIPVPARDLEKPFLLPVEAVYSVPGRGTVVTGTLERGILKKGDECELLGHSKNIR.... The miRNA is hsa-miR-99b-5p with sequence CACCCGUAGAACCGACCUUGCG.